From a dataset of Catalyst prediction with 721,799 reactions and 888 catalyst types from USPTO. Predict which catalyst facilitates the given reaction. (1) Reactant: [Cl-].[Al+3].[Cl-].[Cl-].[C:5]1([CH3:11])[CH:10]=[CH:9][CH:8]=[CH:7][CH:6]=1.[C:12](OC(=O)C)(=[O:14])[CH3:13]. Product: [C:5]1([CH3:11])[CH:10]=[CH:9][C:8]([C:12](=[O:14])[CH3:13])=[CH:7][CH:6]=1. The catalyst class is: 534. (2) Reactant: C(OC(=O)[NH:10][CH2:11][CH2:12][CH2:13][CH2:14][CH:15]([C:26]1[N:35]([C:36]2[CH:41]=[CH:40][CH:39]=[CH:38][CH:37]=2)[C:34](=[O:42])[C:33]2[C:28](=[CH:29][CH:30]=[CH:31][C:32]=2[CH3:43])[N:27]=1)[NH:16][C:17]1[N:25]=[CH:24][N:23]=[C:22]2[C:18]=1[N:19]=[CH:20][NH:21]2)C1C=CC=CC=1.[H][H]. Product: [NH2:10][CH2:11][CH2:12][CH2:13][CH2:14][CH:15]([C:26]1[N:35]([C:36]2[CH:41]=[CH:40][CH:39]=[CH:38][CH:37]=2)[C:34](=[O:42])[C:33]2[C:28](=[CH:29][CH:30]=[CH:31][C:32]=2[CH3:43])[N:27]=1)[NH:16][C:17]1[N:25]=[CH:24][N:23]=[C:22]2[C:18]=1[N:19]=[CH:20][NH:21]2. The catalyst class is: 63. (3) Reactant: [C:1]([O:5][C:6]([NH:8][C@@H:9]([CH3:31])[C:10]([NH:12][CH2:13][C:14]1[S:18][CH:17]=[C:16]([N:19]2[C:23]([C:24](O)=[O:25])=[CH:22][C:21]([C:27]([F:30])([F:29])[F:28])=[N:20]2)[CH:15]=1)=[O:11])=[O:7])([CH3:4])([CH3:3])[CH3:2].Cl.[NH2:33][CH2:34][C:35]1[CH:44]=[CH:43][CH:42]=[CH:41][C:36]=1[C:37]([O:39][CH3:40])=[O:38].F[P-](F)(F)(F)(F)F.N1(O[P+](N(C)C)(N(C)C)N(C)C)C2C=CC=CC=2N=N1.C(N(CC)CC)C. Product: [C:1]([O:5][C:6]([NH:8][C@@H:9]([CH3:31])[C:10]([NH:12][CH2:13][C:14]1[S:18][CH:17]=[C:16]([N:19]2[C:23]([C:24]([NH:33][CH2:34][C:35]3[CH:44]=[CH:43][CH:42]=[CH:41][C:36]=3[C:37]([O:39][CH3:40])=[O:38])=[O:25])=[CH:22][C:21]([C:27]([F:30])([F:28])[F:29])=[N:20]2)[CH:15]=1)=[O:11])=[O:7])([CH3:4])([CH3:3])[CH3:2]. The catalyst class is: 18. (4) Reactant: [Na].[N+:2]([CH3:5])([O-:4])=[O:3].[CH3:6][C:7]1([CH3:14])[CH2:12][CH2:11][C:10](=[O:13])[CH2:9][CH2:8]1.C(O)(=O)C. Product: [CH3:6][C:7]1([CH3:14])[CH2:12][CH2:11][C:10]([CH2:5][N+:2]([O-:4])=[O:3])([OH:13])[CH2:9][CH2:8]1. The catalyst class is: 40. (5) Reactant: O.[OH-].[Li+].C([O:6][C:7]([C@:9]1([F:33])[C@@H:14]2[C@H:10]1[CH2:11][C@@H:12]([O:23][CH2:24][C:25]1[CH:30]=[CH:29][C:28]([Cl:31])=[C:27]([Cl:32])[CH:26]=1)[C@@:13]2([NH2:22])[C:15]([O:17][CH:18]([CH2:20][CH3:21])[CH3:19])=[O:16])=[O:8])C.Cl. Product: [CH3:19][CH:18]([O:17][C:15]([C@:13]1([NH2:22])[C@H:12]([O:23][CH2:24][C:25]2[CH:30]=[CH:29][C:28]([Cl:31])=[C:27]([Cl:32])[CH:26]=2)[CH2:11][C@@H:10]2[C@H:14]1[C@@:9]2([F:33])[C:7]([OH:8])=[O:6])=[O:16])[CH2:20][CH3:21]. The catalyst class is: 30.